From a dataset of Full USPTO retrosynthesis dataset with 1.9M reactions from patents (1976-2016). Predict the reactants needed to synthesize the given product. (1) Given the product [CH3:28][O:30][C:19]1[CH:18]=[C:17]2[C:12](=[CH:11][CH:10]=1)[C:13]1[S:2][C:3]([C:4]([O:6][CH2:7][CH3:8])=[O:5])=[CH:15][C:14]=1[CH2:21][CH2:22]2, predict the reactants needed to synthesize it. The reactants are: [Na].[SH:2][CH2:3][C:4]([O:6][CH2:7][CH3:8])=[O:5].Cl[C:10]1[CH:19]=[C:18](F)[C:17]2O[CH2:15][C:14]3[CH:21]=[C:22](C(O)=O)S[C:13]=3[C:12]=2[CH:11]=1.O.[CH2:28]([OH:30])C. (2) Given the product [CH3:23][N:15]1[C:14]2[C:9](=[N:10][CH:11]=[CH:12][CH:13]=2)[C:8]([C:16]([O:18][CH2:19][CH3:20])=[O:17])=[C:7]1[C:1]1[CH:2]=[CH:3][CH:4]=[CH:5][CH:6]=1, predict the reactants needed to synthesize it. The reactants are: [C:1]1([C:7]2[NH:15][C:14]3[C:9](=[N:10][CH:11]=[CH:12][CH:13]=3)[C:8]=2[C:16]([O:18][CH2:19][CH3:20])=[O:17])[CH:6]=[CH:5][CH:4]=[CH:3][CH:2]=1.[H-].[Na+].[CH3:23]I.O. (3) Given the product [CH2:20]([O:24][C:13]1[CH:18]=[C:17]([O:11][CH:9]([CH:3]2[CH2:8][CH2:7][CH2:6][CH2:5][CH2:4]2)[CH3:10])[N:16]=[CH:15][N:14]=1)[C:21]#[C:22][CH3:23], predict the reactants needed to synthesize it. The reactants are: [H-].[Na+].[CH:3]1([CH:9]([OH:11])[CH3:10])[CH2:8][CH2:7][CH2:6][CH2:5][CH2:4]1.Cl[C:13]1[CH:18]=[C:17](Cl)[N:16]=[CH:15][N:14]=1.[CH2:20]([OH:24])[C:21]#[C:22][CH3:23].[Cl-].[NH4+]. (4) Given the product [CH2:20]1[C:15]2([CH2:14][CH2:13][NH:12][CH2:24][CH2:23]2)[CH2:16][C:17](=[O:22])[NH:18][C:19]1=[O:21], predict the reactants needed to synthesize it. The reactants are: C(O)(=O)C.C([N:12]1[CH2:24][CH2:23][C:15]2([CH2:20][C:19](=[O:21])[NH:18][C:17](=[O:22])[CH2:16]2)[CH2:14][CH2:13]1)C1C=CC=CC=1. (5) Given the product [OH:3][C:4]1[C:5]2[CH:10]=[CH:9][C:8]([S:11]([CH3:14])(=[O:13])=[O:12])=[CH:7][C:6]=2[O:15][C:16]=1[C:17]#[N:18], predict the reactants needed to synthesize it. The reactants are: C([O:3][C:4](=O)[C:5]1[CH:10]=[CH:9][C:8]([S:11]([CH3:14])(=[O:13])=[O:12])=[CH:7][C:6]=1[O:15][CH2:16][C:17]#[N:18])C.CC(C)([O-])C.[K+]. (6) Given the product [CH3:27][C:23]1[CH:22]=[C:21]([CH:26]=[CH:25][CH:24]=1)[O:20][CH2:19][CH2:18][CH2:17][CH2:16][N:4]1[C:5](=[O:6])[C:7]2[C:12](=[CH:11][CH:10]=[CH:9][CH:8]=2)[S:1]1(=[O:2])=[O:3], predict the reactants needed to synthesize it. The reactants are: [S:1]1([C:12]2[C:7](=[CH:8][CH:9]=[CH:10][CH:11]=2)[C:5](=[O:6])[NH:4]1)(=[O:3])=[O:2].[H-].[Na+].Br[CH2:16][CH2:17][CH2:18][CH2:19][O:20][C:21]1[CH:26]=[CH:25][CH:24]=[C:23]([CH3:27])[CH:22]=1.